Dataset: Peptide-MHC class II binding affinity with 134,281 pairs from IEDB. Task: Regression. Given a peptide amino acid sequence and an MHC pseudo amino acid sequence, predict their binding affinity value. This is MHC class II binding data. The peptide sequence is TGAYSNASSTESASY. The MHC is H-2-IAb with pseudo-sequence H-2-IAb. The binding affinity (normalized) is 0.816.